This data is from NCI-60 drug combinations with 297,098 pairs across 59 cell lines. The task is: Regression. Given two drug SMILES strings and cell line genomic features, predict the synergy score measuring deviation from expected non-interaction effect. Drug 1: CC=C1C(=O)NC(C(=O)OC2CC(=O)NC(C(=O)NC(CSSCCC=C2)C(=O)N1)C(C)C)C(C)C. Drug 2: CC1CCCC2(C(O2)CC(NC(=O)CC(C(C(=O)C(C1O)C)(C)C)O)C(=CC3=CSC(=N3)C)C)C. Cell line: HOP-92. Synergy scores: CSS=56.7, Synergy_ZIP=-4.45, Synergy_Bliss=-6.90, Synergy_Loewe=-32.3, Synergy_HSA=-3.20.